From a dataset of Full USPTO retrosynthesis dataset with 1.9M reactions from patents (1976-2016). Predict the reactants needed to synthesize the given product. (1) Given the product [CH:29]([N:28]([CH2:27][C:25]1[O:24][N:23]=[C:22]([C:18]2[CH:17]=[N:16][CH:21]=[CH:20][CH:19]=2)[N:26]=1)[C:10](=[O:11])[CH:9]([O:8][C:7]1[CH:14]=[CH:15][C:4]([CH2:1][CH2:2][CH3:3])=[CH:5][CH:6]=1)[CH3:13])([CH3:31])[CH3:30], predict the reactants needed to synthesize it. The reactants are: [CH2:1]([C:4]1[CH:15]=[CH:14][C:7]([O:8][CH:9]([CH3:13])[C:10](Cl)=[O:11])=[CH:6][CH:5]=1)[CH2:2][CH3:3].[N:16]1[CH:21]=[CH:20][CH:19]=[C:18]([C:22]2[N:26]=[C:25]([CH2:27][NH:28][CH:29]([CH3:31])[CH3:30])[O:24][N:23]=2)[CH:17]=1.C(N(CC)CC)C. (2) Given the product [F:33][C:29]1[CH:28]=[C:27]([NH:26][C:7]2[N:6]=[CH:5][C:4]3[C:9](=[CH:10][C:11]([O:12][CH:13]4[CH2:14][CH2:15][N:16]([C:19]([O:21][C:22]([CH3:23])([CH3:25])[CH3:24])=[O:20])[CH2:17][CH2:18]4)=[C:2]([B:39]4[O:43][C:42]([CH3:45])([CH3:44])[C:41]([CH3:47])([CH3:46])[O:40]4)[CH:3]=3)[N:8]=2)[CH:32]=[CH:31][CH:30]=1, predict the reactants needed to synthesize it. The reactants are: Br[C:2]1[CH:3]=[C:4]2[C:9](=[CH:10][C:11]=1[O:12][CH:13]1[CH2:18][CH2:17][N:16]([C:19]([O:21][C:22]([CH3:25])([CH3:24])[CH3:23])=[O:20])[CH2:15][CH2:14]1)[N:8]=[C:7]([NH:26][C:27]1[CH:32]=[CH:31][CH:30]=[C:29]([F:33])[CH:28]=1)[N:6]=[CH:5]2.CC([O-])=O.[K+].[B:39]1([B:39]2[O:43][C:42]([CH3:45])([CH3:44])[C:41]([CH3:47])([CH3:46])[O:40]2)[O:43][C:42]([CH3:45])([CH3:44])[C:41]([CH3:47])([CH3:46])[O:40]1.